Task: Regression. Given two drug SMILES strings and cell line genomic features, predict the synergy score measuring deviation from expected non-interaction effect.. Dataset: Merck oncology drug combination screen with 23,052 pairs across 39 cell lines (1) Drug 1: CCC1=CC2CN(C1)Cc1c([nH]c3ccccc13)C(C(=O)OC)(c1cc3c(cc1OC)N(C)C1C(O)(C(=O)OC)C(OC(C)=O)C4(CC)C=CCN5CCC31C54)C2. Drug 2: O=C(O)C1(Cc2cccc(Nc3nccs3)n2)CCC(Oc2cccc(Cl)c2F)CC1. Cell line: SKOV3. Synergy scores: synergy=-2.86. (2) Drug 1: O=c1[nH]cc(F)c(=O)[nH]1. Cell line: UWB1289. Synergy scores: synergy=9.51. Drug 2: CCN(CC)CCNC(=O)c1c(C)[nH]c(C=C2C(=O)Nc3ccc(F)cc32)c1C. (3) Drug 1: NC(=O)c1cccc2cn(-c3ccc(C4CCCNC4)cc3)nc12. Drug 2: CNC(=O)c1cc(Oc2ccc(NC(=O)Nc3ccc(Cl)c(C(F)(F)F)c3)cc2)ccn1. Cell line: NCIH520. Synergy scores: synergy=9.08.